The task is: Predict the reactants needed to synthesize the given product.. This data is from Full USPTO retrosynthesis dataset with 1.9M reactions from patents (1976-2016). Given the product [ClH:9].[CH3:10][N:11]([CH3:24])[C:12]1([CH2:22][C:2]2[CH:7]=[CH:6][CH:5]=[CH:4][CH:3]=2)[CH2:21][CH2:20][C:15]2([O:19][CH2:18][CH2:17][O:16]2)[CH2:14][CH2:13]1, predict the reactants needed to synthesize it. The reactants are: C([Mg][Cl:9])[C:2]1[CH:7]=[CH:6][CH:5]=[CH:4][CH:3]=1.[CH3:10][N:11]([CH3:24])[C:12]1([C:22]#N)[CH2:21][CH2:20][C:15]2([O:19][CH2:18][CH2:17][O:16]2)[CH2:14][CH2:13]1.[Cl-].[NH4+].Cl[Si](C)(C)C.